This data is from Peptide-MHC class II binding affinity with 134,281 pairs from IEDB. The task is: Regression. Given a peptide amino acid sequence and an MHC pseudo amino acid sequence, predict their binding affinity value. This is MHC class II binding data. (1) The peptide sequence is GSRGYRLQRKIEAIF. The MHC is H-2-IAb with pseudo-sequence H-2-IAb. The binding affinity (normalized) is 0.235. (2) The peptide sequence is LATVSDLSTKAACPTM. The MHC is DRB5_0101 with pseudo-sequence DRB5_0101. The binding affinity (normalized) is 0. (3) The peptide sequence is AFKVAATAANAAPAN. The MHC is DRB1_0401 with pseudo-sequence DRB1_0401. The binding affinity (normalized) is 0.657. (4) The peptide sequence is GSDPKKLVLNIKYTR. The MHC is HLA-DQA10102-DQB10602 with pseudo-sequence HLA-DQA10102-DQB10602. The binding affinity (normalized) is 0. (5) The peptide sequence is ELEKAQQLNSERGVPN. The MHC is DRB1_0401 with pseudo-sequence DRB1_0401. The binding affinity (normalized) is 0.182.